From a dataset of Peptide-MHC class II binding affinity with 134,281 pairs from IEDB. Regression. Given a peptide amino acid sequence and an MHC pseudo amino acid sequence, predict their binding affinity value. This is MHC class II binding data. (1) The peptide sequence is ILMTATPPGTSDEFP. The MHC is DRB1_0901 with pseudo-sequence DRB1_0901. The binding affinity (normalized) is 0.366. (2) The peptide sequence is KPAAAATATATSAVG. The MHC is HLA-DPA10201-DPB11401 with pseudo-sequence HLA-DPA10201-DPB11401. The binding affinity (normalized) is 0.0872. (3) The peptide sequence is DFLAKKGGEAMDTIS. The MHC is DRB1_0801 with pseudo-sequence DRB1_0801. The binding affinity (normalized) is 0.573. (4) The peptide sequence is NDAIKASTGGAYESY. The MHC is DRB1_0101 with pseudo-sequence DRB1_0101. The binding affinity (normalized) is 0.515.